From a dataset of Catalyst prediction with 721,799 reactions and 888 catalyst types from USPTO. Predict which catalyst facilitates the given reaction. (1) Product: [CH:31]([NH:34][C:21]([C:20]1[C:15]([NH:14][C:13]([C:12]2[N:8]([C:3]3[C:2]([Cl:1])=[CH:7][CH:6]=[CH:5][N:4]=3)[N:9]=[C:10]([C:27]([F:29])([F:28])[F:30])[CH:11]=2)=[O:22])=[CH:16][CH:17]=[C:18]2[C:19]=1[NH:24][CH:25]=[CH:26]2)=[O:23])([CH3:33])[CH3:32]. The catalyst class is: 7. Reactant: [Cl:1][C:2]1[C:3]([N:8]2[C:12]([C:13]3[O:22][C:21](=[O:23])[C:20]4[C:15](=[CH:16][CH:17]=[C:18]5[CH:26]=[CH:25][NH:24][C:19]5=4)[N:14]=3)=[CH:11][C:10]([C:27]([F:30])([F:29])[F:28])=[N:9]2)=[N:4][CH:5]=[CH:6][CH:7]=1.[CH:31]([NH2:34])([CH3:33])[CH3:32]. (2) Reactant: [Cl:1][C:2]1[CH:7]=[CH:6][C:5]([CH:8]([NH:20][C:21]2[CH:26]=[C:25]([CH3:27])[C:24](=[O:28])[N:23]([CH3:29])[CH:22]=2)[C:9]2[C:10]([C:17]([OH:19])=O)=[N:11][N:12]([CH:14]([CH3:16])[CH3:15])[CH:13]=2)=[CH:4][CH:3]=1. Product: [Cl:1][C:2]1[CH:7]=[CH:6][C:5]([CH:8]2[C:9]3[C:10](=[N:11][N:12]([CH:14]([CH3:16])[CH3:15])[CH:13]=3)[C:17](=[O:19])[N:20]2[C:21]2[CH:26]=[C:25]([CH3:27])[C:24](=[O:28])[N:23]([CH3:29])[CH:22]=2)=[CH:4][CH:3]=1. The catalyst class is: 61. (3) Reactant: [CH:1](=O)[CH2:2][CH2:3][CH2:4][CH2:5][CH2:6][CH2:7][CH2:8][CH2:9][CH2:10][CH2:11][CH2:12][CH3:13].[ClH:15].Cl.[CH3:17][O:18][C:19]1[CH:32]=[CH:31][C:22]([CH2:23][NH:24][C:25]([NH:27][C:28]([NH2:30])=[NH:29])=[NH:26])=[CH:21][CH:20]=1. Product: [ClH:15].[NH2:30][C:28]1[NH:27][C:25]([NH:24][CH2:23][C:22]2[CH:21]=[CH:20][C:19]([O:18][CH3:17])=[CH:32][CH:31]=2)=[N:26][CH:1]([CH2:2][CH2:3][CH2:4][CH2:5][CH2:6][CH2:7][CH2:8][CH2:9][CH2:10][CH2:11][CH2:12][CH3:13])[N:29]=1. The catalyst class is: 8. (4) Reactant: [NH2:1][C:2]1[CH:3]=[C:4]([OH:8])[CH:5]=[CH:6][CH:7]=1.[O:9]=[C:10]1[C:23]2[CH:22]=[C:21]([S:24](Cl)(=[O:26])=[O:25])[CH:20]=[CH:19][C:18]=2[C:17](=[O:28])[C:16]2[C:11]1=[CH:12][C:13]([S:29](Cl)(=[O:31])=[O:30])=[CH:14][CH:15]=2. The catalyst class is: 298. Product: [OH:8][C:4]1[CH:3]=[C:2]([NH:1][S:29]([C:13]2[CH:14]=[CH:15][C:16]3[C:17](=[O:28])[C:18]4[C:23](=[CH:22][C:21]([S:24]([NH:1][C:2]5[CH:7]=[CH:6][CH:5]=[C:4]([OH:8])[CH:3]=5)(=[O:26])=[O:25])=[CH:20][CH:19]=4)[C:10](=[O:9])[C:11]=3[CH:12]=2)(=[O:31])=[O:30])[CH:7]=[CH:6][CH:5]=1. (5) Reactant: [OH:1][C:2]1[CH:11]=[C:10]2[C:5]([C:6]([CH2:13][C:14]([OH:16])=O)=[CH:7][C:8](=[O:12])[O:9]2)=[CH:4][CH:3]=1.C1(N=C=NC2CCCCC2)CCCCC1.OC1C2N=NNC=2C=CC=1.[C:42]([NH:49][CH2:50][CH2:51][NH2:52])([O:44][C:45]([CH3:48])([CH3:47])[CH3:46])=[O:43]. Product: [C:45]([O:44][C:42]([NH:49][CH2:50][CH2:51][NH:52][C:14]([CH2:13][C:6]1[C:5]2[C:10](=[CH:11][C:2]([OH:1])=[CH:3][CH:4]=2)[O:9][C:8](=[O:12])[CH:7]=1)=[O:16])=[O:43])([CH3:48])([CH3:47])[CH3:46]. The catalyst class is: 3. (6) Reactant: [CH2:1]([O:3][C:4]([C:6]1[NH:14][C:13]2[C:8](=[N:9][C:10]([CH3:15])=[CH:11][CH:12]=2)[C:7]=1[C:16]1[C:17]([O:22][CH3:23])=[N:18][CH:19]=[CH:20][CH:21]=1)=[O:5])[CH3:2].[F:24][C:25]1[CH:32]=[CH:31][CH:30]=[CH:29][C:26]=1[CH2:27]Cl.C(=O)([O-])[O-].[Cs+].[Cs+]. Product: [CH2:1]([O:3][C:4]([C:6]1[N:14]([CH2:27][C:26]2[CH:29]=[CH:30][CH:31]=[CH:32][C:25]=2[F:24])[C:13]2[C:8](=[N:9][C:10]([CH3:15])=[CH:11][CH:12]=2)[C:7]=1[C:16]1[C:17]([O:22][CH3:23])=[N:18][CH:19]=[CH:20][CH:21]=1)=[O:5])[CH3:2]. The catalyst class is: 248. (7) Reactant: [Cl:1][C:2]1[CH:7]=[CH:6][CH:5]=[C:4]([Cl:8])[C:3]=1[C:9]1[C:13]([CH2:14][O:15][C:16]2[N:21]=[CH:20][C:19]([C:22]3[CH:30]=[C:29]4[C:25]([C:26]([C:31]([O:33]C)=[O:32])=[CH:27][NH:28]4)=[CH:24][CH:23]=3)=[CH:18][CH:17]=2)=[C:12]([CH:35]([CH3:37])[CH3:36])[O:11][N:10]=1.O1CCCC1.[OH-].[Na+]. Product: [Cl:1][C:2]1[CH:7]=[CH:6][CH:5]=[C:4]([Cl:8])[C:3]=1[C:9]1[C:13]([CH2:14][O:15][C:16]2[N:21]=[CH:20][C:19]([C:22]3[CH:30]=[C:29]4[C:25]([C:26]([C:31]([OH:33])=[O:32])=[CH:27][NH:28]4)=[CH:24][CH:23]=3)=[CH:18][CH:17]=2)=[C:12]([CH:35]([CH3:37])[CH3:36])[O:11][N:10]=1. The catalyst class is: 5. (8) Reactant: [NH:1]1[C:9]2[C:4](=[CH:5][CH:6]=[CH:7][CH:8]=2)[C:3]([CH2:10][C:11]2[CH:17]=[CH:16][C:14]([NH2:15])=[CH:13][C:12]=2[CH2:18][CH3:19])=[CH:2]1.[C:20](Cl)(=O)[O:21]C1C=CC([N+]([O-])=O)=CC=1.C(N(C(C)C)CC)(C)C.[C:42]([O:46][C:47](=[O:52])[NH:48][CH2:49][CH2:50][NH2:51])([CH3:45])([CH3:44])[CH3:43]. Product: [C:42]([O:46][C:47](=[O:52])[NH:48][CH2:49][CH2:50][NH:51][C:20]([NH:15][C:14]1[CH:16]=[CH:17][C:11]([CH2:10][C:3]2[C:4]3[C:9](=[CH:8][CH:7]=[CH:6][CH:5]=3)[NH:1][CH:2]=2)=[C:12]([CH2:18][CH3:19])[CH:13]=1)=[O:21])([CH3:45])([CH3:43])[CH3:44]. The catalyst class is: 1. (9) Reactant: [CH3:1][C:2]1[CH:3]=[N:4][N:5]([CH2:7][C:8]2[CH:24]=[CH:23][C:11]([C:12]([C:14]3[CH:15]=[N:16][CH:17]=[C:18]([CH:22]=3)[C:19](O)=[O:20])=[O:13])=[CH:10][CH:9]=2)[CH:6]=1.Cl.Cl.[NH2:27][CH2:28][C:29]1[CH:30]=[C:31]2[C:36](=[CH:37][CH:38]=1)[C:35]([NH2:39])=[N:34][CH:33]=[CH:32]2.CN(C(ON1N=NC2C=CC=NC1=2)=[N+](C)C)C.F[P-](F)(F)(F)(F)F.C(N(CC)C(C)C)(C)C. Product: [NH2:39][C:35]1[C:36]2[C:31](=[CH:30][C:29]([CH2:28][NH:27][C:19](=[O:20])[C:18]3[CH:22]=[C:14]([C:12](=[O:13])[C:11]4[CH:10]=[CH:9][C:8]([CH2:7][N:5]5[CH:6]=[C:2]([CH3:1])[CH:3]=[N:4]5)=[CH:24][CH:23]=4)[CH:15]=[N:16][CH:17]=3)=[CH:38][CH:37]=2)[CH:32]=[CH:33][N:34]=1. The catalyst class is: 85.